Dataset: Full USPTO retrosynthesis dataset with 1.9M reactions from patents (1976-2016). Task: Predict the reactants needed to synthesize the given product. (1) The reactants are: Cl[C:2]1[C:7]2[C:8]3[CH2:14][CH2:13][CH2:12][N:11](C(OC(C)(C)C)=O)[CH2:10][C:9]=3[S:22][C:6]=2[N:5]=[CH:4][N:3]=1.[Cl:23][C:24]1[CH:25]=[C:26]([CH:28]=[CH:29][C:30]=1[F:31])[NH2:27]. Given the product [Cl:23][C:24]1[CH:25]=[C:26]([NH:27][C:2]2[C:7]3[C:8]4[CH2:14][CH2:13][CH2:12][NH:11][CH2:10][C:9]=4[S:22][C:6]=3[N:5]=[CH:4][N:3]=2)[CH:28]=[CH:29][C:30]=1[F:31], predict the reactants needed to synthesize it. (2) Given the product [CH:3]1([C:6]2[CH:11]=[C:10]([CH2:12][N:13]3[CH2:14][C:15]4([CH2:20][C:19]([N:21]5[CH2:26][CH2:25][C:24]([CH3:32])([C:27]([OH:29])=[O:28])[CH2:23][CH2:22]5)=[N:18][O:17]4)[CH2:16]3)[CH:9]=[C:8]([O:33][CH2:34][C@@H:35]3[CH2:37][C:36]3([F:38])[F:39])[C:7]=2[C:40]2[CH:41]=[CH:42][C:43]([F:46])=[CH:44][CH:45]=2)[CH2:4][CH2:5]1, predict the reactants needed to synthesize it. The reactants are: [OH-].[Na+].[CH:3]1([C:6]2[CH:11]=[C:10]([CH2:12][N:13]3[CH2:16][C:15]4([CH2:20][C:19]([N:21]5[CH2:26][CH2:25][C:24]([CH3:32])([C:27]([O:29]CC)=[O:28])[CH2:23][CH2:22]5)=[N:18][O:17]4)[CH2:14]3)[CH:9]=[C:8]([O:33][CH2:34][C@@H:35]3[CH2:37][C:36]3([F:39])[F:38])[C:7]=2[C:40]2[CH:45]=[CH:44][C:43]([F:46])=[CH:42][CH:41]=2)[CH2:5][CH2:4]1. (3) The reactants are: [F:1][C:2]1[CH:3]=[C:4]([CH:26]=[CH:27][CH:28]=1)[CH2:5][N:6]1[CH2:10][CH2:9][CH2:8][C@@H:7]1[C:11]([NH:13][C@H:14]([C:16]1[CH:25]=[CH:24][C:19]([C:20]([O:22]C)=[O:21])=[CH:18][CH:17]=1)[CH3:15])=[O:12].O[Li:30].O. Given the product [F:1][C:2]1[CH:3]=[C:4]([CH:26]=[CH:27][CH:28]=1)[CH2:5][N:6]1[CH2:10][CH2:9][CH2:8][C@@H:7]1[C:11]([NH:13][C@H:14]([C:16]1[CH:17]=[CH:18][C:19]([C:20]([O-:22])=[O:21])=[CH:24][CH:25]=1)[CH3:15])=[O:12].[Li+:30], predict the reactants needed to synthesize it. (4) Given the product [C:35]([O:34][C:32]([N:9]1[CH2:10][CH2:11][C@H:12]([C:13]2[CH:18]=[CH:17][C:16]([O:19][CH2:20][CH2:21][O:22][C:23]3[C:28]([Cl:29])=[CH:27][C:26]([CH3:30])=[CH:25][C:24]=3[Cl:31])=[CH:15][CH:14]=2)[C@@H:7]([C:5]([N:4]([CH2:39][C:40]2[CH:41]=[C:42]([CH:43]=[C:44]([CH2:46][CH2:47][CH2:48][O:49][CH3:50])[CH:45]=2)[O:51][CH2:52][C:53]2([CH2:56][C:57]([OH:59])=[O:58])[CH2:54][CH2:55]2)[CH:1]2[CH2:2][CH2:3]2)=[O:6])[CH2:8]1)=[O:33])([CH3:36])([CH3:37])[CH3:38], predict the reactants needed to synthesize it. The reactants are: [CH:1]1([N:4]([CH2:39][C:40]2[CH:45]=[C:44]([CH2:46][CH2:47][CH2:48][O:49][CH3:50])[CH:43]=[C:42]([O:51][CH2:52][C:53]3([CH2:56][C:57]([O:59]C)=[O:58])[CH2:55][CH2:54]3)[CH:41]=2)[C:5]([C@@H:7]2[C@@H:12]([C:13]3[CH:18]=[CH:17][C:16]([O:19][CH2:20][CH2:21][O:22][C:23]4[C:28]([Cl:29])=[CH:27][C:26]([CH3:30])=[CH:25][C:24]=4[Cl:31])=[CH:15][CH:14]=3)[CH2:11][CH2:10][N:9]([C:32]([O:34][C:35]([CH3:38])([CH3:37])[CH3:36])=[O:33])[CH2:8]2)=[O:6])[CH2:3][CH2:2]1.[OH-].[Na+]. (5) Given the product [CH2:24]1[CH:25]2[C:21]3([C:17]4[NH:16][C:15]5[C:14](=[O:30])[N:13]([CH2:31][CH2:32][CH3:33])[C:12]([O:11][C:7]6[CH:6]=[C:5]([CH:10]=[CH:9][CH:8]=6)[C:4]([OH:34])=[O:3])=[N:20][C:19]=5[N:18]=4)[CH2:28][CH:27]([CH2:29][CH:23]1[CH2:22]3)[CH2:26]2, predict the reactants needed to synthesize it. The reactants are: C([O:3][C:4](=[O:34])[C:5]1[CH:10]=[CH:9][CH:8]=[C:7]([O:11][C:12]2[N:13]([CH2:31][CH2:32][CH3:33])[C:14](=[O:30])[C:15]3[NH:16][C:17]([C:21]45[CH2:28][CH:27]6[CH2:29][CH:23]([CH2:24][CH:25]4[CH2:26]6)[CH2:22]5)=[N:18][C:19]=3[N:20]=2)[CH:6]=1)C.[OH-].[Na+]. (6) Given the product [C:25]([C@@H:24]([NH:23][C:14]([C:12]1[CH:11]=[CH:10][C:9]([N:17]2[CH2:20][C:19]([F:21])([F:22])[CH2:18]2)=[C:8]([C:4]2[CH:5]=[CH:6][CH:7]=[C:2]([Cl:1])[CH:3]=2)[N:13]=1)=[O:16])[CH2:28][CH:29]([CH3:31])[CH3:30])(=[O:26])[NH2:27], predict the reactants needed to synthesize it. The reactants are: [Cl:1][C:2]1[CH:3]=[C:4]([C:8]2[N:13]=[C:12]([C:14]([OH:16])=O)[CH:11]=[CH:10][C:9]=2[N:17]2[CH2:20][C:19]([F:22])([F:21])[CH2:18]2)[CH:5]=[CH:6][CH:7]=1.[NH2:23][C@@H:24]([CH2:28][CH:29]([CH3:31])[CH3:30])[C:25]([NH2:27])=[O:26]. (7) Given the product [CH3:25][O:24][C:22](=[O:23])[C:21]([NH2:2])=[O:26].[CH3:1][N:2]1[CH2:7][CH2:6][NH:5][CH:4]([C:8]2[CH:9]=[CH:10][CH:11]=[CH:12][CH:13]=2)[CH2:3]1, predict the reactants needed to synthesize it. The reactants are: [CH3:1][N:2]1[CH2:7][CH2:6][NH:5][CH:4]([C:8]2[CH:13]=[CH:12][CH:11]=[CH:10][CH:9]=2)[CH2:3]1.C(N(CC)CC)C.[C:21](Cl)(=[O:26])[C:22]([O:24][CH3:25])=[O:23]. (8) The reactants are: [N+:1]([CH2:3][C:4]([O:6][CH2:7][CH3:8])=[O:5])#[C-:2].[CH3:9][C:10]([CH3:13])([O-])[CH3:11].[K+].Cl. Given the product [CH2:7]([O:6][C:4]([C:3]1[NH:1][CH:2]=[C:9]2[C:11]=1[CH:10]1[CH2:13][CH2:13][CH:10]2[CH:11]=[CH:9]1)=[O:5])[CH3:8], predict the reactants needed to synthesize it.